The task is: Predict the reaction yield, written as a fraction of the theoretical maximum amount of product (1.0 means a 100% yield; for example, 0.34 means a 34% yield).. This data is from Reaction yield outcomes from USPTO patents with 853,638 reactions. (1) The reactants are [CH3:1][C:2]([S:5]([NH2:7])=[O:6])([CH3:4])[CH3:3].[Br:8][C:9]1[CH:17]=[C:16]2[C:12]([CH2:13][C:14]3([CH2:23][CH2:22][CH:21]([C:24]([F:27])([F:26])[F:25])[CH2:20][CH2:19]3)[C:15]2=O)=[CH:11][CH:10]=1. The catalyst is [O-]CC.[Ti+4].[O-]CC.[O-]CC.[O-]CC. The product is [Br:8][C:9]1[CH:17]=[C:16]2[C:12](=[CH:11][CH:10]=1)[CH2:13][C:14]1([CH2:19][CH2:20][CH:21]([C:24]([F:25])([F:26])[F:27])[CH2:22][CH2:23]1)[C:15]2=[N:7][S:5]([C:2]([CH3:4])([CH3:3])[CH3:1])=[O:6]. The yield is 0.180. (2) The reactants are [N+:1]([C:4]1[CH:5]=[C:6]2[C:12]([C:13]([O-:15])=[O:14])=[CH:11][NH:10][C:7]2=[N:8][CH:9]=1)([O-:3])=[O:2].[Na+].[Na+].[N+:1]([C:4]1[CH:5]=[C:6]2[C:12]([C:13]([O-:15])=[O:14])=[CH:11][NH:10][C:7]2=[N:8][CH:9]=1)([O-:3])=[O:2].Cl. The catalyst is O. The product is [N+:1]([C:4]1[CH:5]=[C:6]2[C:12]([C:13]([OH:15])=[O:14])=[CH:11][NH:10][C:7]2=[N:8][CH:9]=1)([O-:3])=[O:2]. The yield is 0.985. (3) The reactants are [CH3:1][NH:2][CH2:3][CH2:4][CH3:5].[CH3:6][O:7][C:8](=[O:20])[C:9]1[CH:14]=[C:13]([S:15]([CH3:18])(=[O:17])=[O:16])[N:12]=[C:11](Cl)[CH:10]=1.C1(P(C2C=CC=CC=2)C2C=CC3C(=CC=CC=3)C=2C2C3C(=CC=CC=3)C=CC=2P(C2C=CC=CC=2)C2C=CC=CC=2)C=CC=CC=1.C(=O)([O-])[O-].[Cs+].[Cs+]. The catalyst is C1(C)C=CC=CC=1.C([O-])(=O)C.[Pd+2].C([O-])(=O)C. The product is [CH3:6][O:7][C:8](=[O:20])[C:9]1[CH:10]=[C:11]([N:2]([CH3:1])[CH2:3][CH2:4][CH3:5])[N:12]=[C:13]([S:15]([CH3:18])(=[O:17])=[O:16])[CH:14]=1. The yield is 0.630. (4) The reactants are [NH2:1][C:2]1[CH:7]=[CH:6][C:5]([C:8]2[N:9]([CH:20]3[CH2:23][CH2:22][CH2:21]3)[C:10]3[C:15]([C:16]=2[C:17]#[N:18])=[CH:14][CH:13]=[C:12]([OH:19])[CH:11]=3)=[CH:4][CH:3]=1.Cl[C:25]([O:27][C:28]1[CH:33]=[CH:32][C:31]([N+]([O-])=O)=C[CH:29]=1)=[O:26].C1(C(C)O)CC1. The catalyst is N1C=CC=CC=1.Cl. The product is [CH:33]1([CH:28]([O:27][C:25](=[O:26])[NH:1][C:2]2[CH:7]=[CH:6][C:5]([C:8]3[N:9]([CH:20]4[CH2:21][CH2:22][CH2:23]4)[C:10]4[C:15]([C:16]=3[C:17]#[N:18])=[CH:14][CH:13]=[C:12]([OH:19])[CH:11]=4)=[CH:4][CH:3]=2)[CH3:29])[CH2:32][CH2:31]1. The yield is 0.800.